This data is from NCI-60 drug combinations with 297,098 pairs across 59 cell lines. The task is: Regression. Given two drug SMILES strings and cell line genomic features, predict the synergy score measuring deviation from expected non-interaction effect. (1) Drug 2: COCCOC1=C(C=C2C(=C1)C(=NC=N2)NC3=CC=CC(=C3)C#C)OCCOC.Cl. Synergy scores: CSS=41.8, Synergy_ZIP=7.25, Synergy_Bliss=12.3, Synergy_Loewe=-7.82, Synergy_HSA=12.6. Drug 1: CC1=C(C=C(C=C1)NC2=NC=CC(=N2)N(C)C3=CC4=NN(C(=C4C=C3)C)C)S(=O)(=O)N.Cl. Cell line: NCI-H522. (2) Drug 1: CC12CCC3C(C1CCC2=O)CC(=C)C4=CC(=O)C=CC34C. Drug 2: CC1=C(C(CCC1)(C)C)C=CC(=CC=CC(=CC(=O)O)C)C. Cell line: ACHN. Synergy scores: CSS=45.4, Synergy_ZIP=-1.55, Synergy_Bliss=-0.626, Synergy_Loewe=1.61, Synergy_HSA=1.72. (3) Drug 1: CC(CN1CC(=O)NC(=O)C1)N2CC(=O)NC(=O)C2. Drug 2: C1=NC(=NC(=O)N1C2C(C(C(O2)CO)O)O)N. Cell line: NCI-H460. Synergy scores: CSS=43.4, Synergy_ZIP=2.76, Synergy_Bliss=2.79, Synergy_Loewe=3.85, Synergy_HSA=6.51. (4) Cell line: MDA-MB-231. Drug 2: CC1C(C(CC(O1)OC2CC(OC(C2O)C)OC3=CC4=CC5=C(C(=O)C(C(C5)C(C(=O)C(C(C)O)O)OC)OC6CC(C(C(O6)C)O)OC7CC(C(C(O7)C)O)OC8CC(C(C(O8)C)O)(C)O)C(=C4C(=C3C)O)O)O)O. Synergy scores: CSS=54.6, Synergy_ZIP=-2.86, Synergy_Bliss=0.347, Synergy_Loewe=-4.80, Synergy_HSA=1.36. Drug 1: C1CN1P(=S)(N2CC2)N3CC3. (5) Drug 1: COC1=CC(=CC(=C1O)OC)C2C3C(COC3=O)C(C4=CC5=C(C=C24)OCO5)OC6C(C(C7C(O6)COC(O7)C8=CC=CS8)O)O. Drug 2: COC1=NC(=NC2=C1N=CN2C3C(C(C(O3)CO)O)O)N. Cell line: MOLT-4. Synergy scores: CSS=97.8, Synergy_ZIP=6.06, Synergy_Bliss=5.50, Synergy_Loewe=6.20, Synergy_HSA=8.93. (6) Drug 1: C1C(C(OC1N2C=C(C(=O)NC2=O)F)CO)O. Drug 2: C1=NC2=C(N=C(N=C2N1C3C(C(C(O3)CO)O)F)Cl)N. Cell line: A549. Synergy scores: CSS=35.8, Synergy_ZIP=0.892, Synergy_Bliss=1.78, Synergy_Loewe=-13.6, Synergy_HSA=1.57. (7) Drug 1: C1=NC2=C(N=C(N=C2N1C3C(C(C(O3)CO)O)O)F)N. Drug 2: CCC(=C(C1=CC=CC=C1)C2=CC=C(C=C2)OCCN(C)C)C3=CC=CC=C3.C(C(=O)O)C(CC(=O)O)(C(=O)O)O. Cell line: NCI-H460. Synergy scores: CSS=-1.05, Synergy_ZIP=-1.37, Synergy_Bliss=-1.04, Synergy_Loewe=-5.85, Synergy_HSA=-3.00.